Predict the product of the given reaction. From a dataset of Forward reaction prediction with 1.9M reactions from USPTO patents (1976-2016). (1) Given the reactants [N+:1]([C:4]1[CH:9]=[CH:8][C:7]([C:10]2[CH:11]=[N+:12]([O-])[CH:13]=[CH:14][CH:15]=2)=[CH:6][CH:5]=1)([O-:3])=[O:2].C(OC(=O)C)(=[O:19])C, predict the reaction product. The product is: [N+:1]([C:4]1[CH:9]=[CH:8][C:7]([C:10]2[C:11](=[O:19])[NH:12][CH:13]=[CH:14][CH:15]=2)=[CH:6][CH:5]=1)([O-:3])=[O:2]. (2) Given the reactants [N+:1]([C:4]1[CH:9]=[CH:8][CH:7]=[CH:6][C:5]=1B(O)O)([O-:3])=[O:2].[F:13][C:14]([F:33])([F:32])[C:15]1[CH:16]=[C:17]([CH:29]=[CH:30][CH:31]=1)[CH2:18][NH:19][C:20](=[O:28])[C:21]1[CH:26]=[CH:25][N:24]=[C:23](Br)[CH:22]=1.C(=O)([O-])[O-].[Na+].[Na+], predict the reaction product. The product is: [F:32][C:14]([F:13])([F:33])[C:15]1[CH:16]=[C:17]([CH:29]=[CH:30][CH:31]=1)[CH2:18][NH:19][C:20](=[O:28])[C:21]1[CH:22]=[CH:23][N:24]=[C:25]([C:5]2[CH:6]=[CH:7][CH:8]=[CH:9][C:4]=2[N+:1]([O-:3])=[O:2])[CH:26]=1. (3) Given the reactants [NH2:1][CH2:2][CH2:3][CH2:4][CH2:5][NH2:6].[CH2:7]([O:14][CH2:15][CH2:16][CH2:17][CH2:18][CH2:19][CH2:20][CH:21]([C:27]([O:29]CC)=O)[C:22]([O:24]CC)=O)[C:8]1[CH:13]=[CH:12][CH:11]=[CH:10][CH:9]=1, predict the reaction product. The product is: [NH2:1][CH2:2][CH2:3][CH2:4][CH2:5][NH:6][C:27](=[O:29])[CH:21]([CH2:20][CH2:19][CH2:18][CH2:17][CH2:16][CH2:15][O:14][CH2:7][C:8]1[CH:9]=[CH:10][CH:11]=[CH:12][CH:13]=1)[C:22]([NH:1][CH2:2][CH2:3][CH2:4][CH2:5][NH2:6])=[O:24]. (4) Given the reactants [F:1][C:2]1[CH:15]=[C:14]([C:16]([F:19])([F:18])[F:17])[CH:13]=[CH:12][C:3]=1/[CH:4]=[N:5]/[S@@:6]([C:8]([CH3:11])([CH3:10])[CH3:9])=[O:7].[CH3:20][Mg]Br.CCOC(C)=O.CCCCCCC, predict the reaction product. The product is: [F:1][C:2]1[CH:15]=[C:14]([C:16]([F:19])([F:17])[F:18])[CH:13]=[CH:12][C:3]=1[C@@H:4]([NH:5][S@@:6]([C:8]([CH3:11])([CH3:9])[CH3:10])=[O:7])[CH3:20].